This data is from Reaction yield outcomes from USPTO patents with 853,638 reactions. The task is: Predict the reaction yield, written as a fraction of the theoretical maximum amount of product (1.0 means a 100% yield; for example, 0.34 means a 34% yield). (1) The catalyst is C1C=CC=CC=1. The reactants are [NH2:1][C:2]1[CH:10]=[CH:9][CH:8]=[C:7]([F:11])[C:3]=1[C:4]([OH:6])=O.O=S(Cl)Cl.[Cl:16][C:17]1[CH:23]=[CH:22][CH:21]=[CH:20][C:18]=1[NH2:19].C(Cl)(Cl)Cl. The yield is 0.600. The product is [NH2:1][C:2]1[CH:10]=[CH:9][CH:8]=[C:7]([F:11])[C:3]=1[C:4]([NH:19][C:18]1[CH:20]=[CH:21][CH:22]=[CH:23][C:17]=1[Cl:16])=[O:6]. (2) The reactants are C(OC([N:6]=[S:7]([CH2:35][CH3:36])([C:9]1[CH:14]=[CH:13][CH:12]=[C:11]([CH2:15][O:16][C:17]2[CH:26]=[C:25]3[C:20]([C:21]([NH:27][C:28]4[S:29][CH:30]=[CH:31][N:32]=4)=[N:22][CH:23]=[N:24]3)=[CH:19][C:18]=2[O:33][CH3:34])[CH:10]=1)=[O:8])=O)C.ClCCl.CO. The catalyst is CO. The product is [CH2:35]([S:7]([C:9]1[CH:14]=[CH:13][CH:12]=[C:11]([CH2:15][O:16][C:17]2[CH:26]=[C:25]3[C:20]([C:21]([NH:27][C:28]4[S:29][CH:30]=[CH:31][N:32]=4)=[N:22][CH:23]=[N:24]3)=[CH:19][C:18]=2[O:33][CH3:34])[CH:10]=1)(=[NH:6])=[O:8])[CH3:36]. The yield is 0.660.